Dataset: Full USPTO retrosynthesis dataset with 1.9M reactions from patents (1976-2016). Task: Predict the reactants needed to synthesize the given product. (1) Given the product [NH2:27][C:22]1[C:21]([C:18]2[CH:19]=[CH:20][C:15]([B:3]([OH:29])[OH:33])=[CH:16][CH:17]=2)=[CH:26][CH:25]=[CH:24][N:23]=1, predict the reactants needed to synthesize it. The reactants are: Cl.N1C2=CC=CC3=CC=CC(=C23)N[B:3]1[C:15]1[CH:20]=[CH:19][C:18]([C:21]2[C:22]([NH2:27])=[N:23][CH:24]=[CH:25][CH:26]=2)=[CH:17][CH:16]=1.C([O-])(O)=[O:29].[Na+].[OH-:33].[Na+]. (2) Given the product [CH2:11]([O:10][C:3]([C:4]1[O:6][C:7]2[C:18]([C:17](=[O:23])[CH:16]=1)=[CH:19][C:14]([Cl:13])=[CH:15][CH:8]=2)=[O:9])[CH3:12], predict the reactants needed to synthesize it. The reactants are: [H-].[Na+].[C:3]([O:10][CH2:11][CH3:12])(=[O:9])[C:4]([O:6][CH2:7][CH3:8])=O.[Cl:13][C:14]1[CH:15]=[CH:16][C:17]([OH:23])=[C:18](C(=O)C)[CH:19]=1.S(=O)(=O)(O)O. (3) Given the product [N+:25]([C:22]1[CH:23]=[CH:24][C:19]([O:12][C:8]2[C:7]3[C:1]4([CH2:4][O:5][C:6]=3[CH:11]=[CH:10][CH:9]=2)[CH2:3][CH2:2]4)=[N:20][CH:21]=1)([O-:27])=[O:26], predict the reactants needed to synthesize it. The reactants are: [C:1]12([C:7]3=[C:8]([OH:12])[CH:9]=[CH:10][CH:11]=[C:6]3[O:5][CH2:4]1)[CH2:3][CH2:2]2.CN(C)C=O.Cl[C:19]1[CH:24]=[CH:23][C:22]([N+:25]([O-:27])=[O:26])=[CH:21][N:20]=1. (4) Given the product [C:25]([C:22]1([C:20]([NH:19][C:4]2[CH:5]=[CH:6][C:7]([O:8][C:9]3[CH:14]=[CH:13][N:12]=[C:11]4[CH:15]=[C:16]([C:36]#[C:35][CH:37]5[CH2:38][CH2:39][N:40]([C:43]([O:45][C:46]([CH3:49])([CH3:48])[CH3:47])=[O:44])[CH2:41][CH2:42]5)[S:17][C:10]=34)=[C:2]([F:1])[CH:3]=2)=[O:21])[CH2:23][CH2:24]1)(=[O:26])[NH2:27], predict the reactants needed to synthesize it. The reactants are: [F:1][C:2]1[CH:3]=[C:4]([N:19](C2C=CC(F)=CC=2)[C:20]([C:22]2([C:25]([NH2:27])=[O:26])[CH2:24][CH2:23]2)=[O:21])[CH:5]=[CH:6][C:7]=1[O:8][C:9]1[CH:14]=[CH:13][N:12]=[C:11]2[CH:15]=[C:16](I)[S:17][C:10]=12.[C:35]([CH:37]1[CH2:42][CH2:41][N:40]([C:43]([O:45][C:46]([CH3:49])([CH3:48])[CH3:47])=[O:44])[CH2:39][CH2:38]1)#[CH:36].